From a dataset of Merck oncology drug combination screen with 23,052 pairs across 39 cell lines. Regression. Given two drug SMILES strings and cell line genomic features, predict the synergy score measuring deviation from expected non-interaction effect. (1) Drug 1: CS(=O)(=O)CCNCc1ccc(-c2ccc3ncnc(Nc4ccc(OCc5cccc(F)c5)c(Cl)c4)c3c2)o1. Drug 2: O=C(NOCC(O)CO)c1ccc(F)c(F)c1Nc1ccc(I)cc1F. Cell line: UWB1289BRCA1. Synergy scores: synergy=29.8. (2) Drug 1: CC1CC2C3CCC4=CC(=O)C=CC4(C)C3(F)C(O)CC2(C)C1(O)C(=O)CO. Drug 2: CC(C)CC(NC(=O)C(Cc1ccccc1)NC(=O)c1cnccn1)B(O)O. Cell line: ES2. Synergy scores: synergy=-0.766. (3) Drug 1: COC12C(COC(N)=O)C3=C(C(=O)C(C)=C(N)C3=O)N1CC1NC12. Drug 2: O=C(O)C1(Cc2cccc(Nc3nccs3)n2)CCC(Oc2cccc(Cl)c2F)CC1. Cell line: ZR751. Synergy scores: synergy=-22.3. (4) Drug 1: N.N.O=C(O)C1(C(=O)O)CCC1.[Pt]. Drug 2: N#Cc1ccc(Cn2cncc2CN2CCN(c3cccc(Cl)c3)C(=O)C2)cc1. Cell line: MDAMB436. Synergy scores: synergy=-0.00611. (5) Drug 1: Cn1nnc2c(C(N)=O)ncn2c1=O. Drug 2: NC1(c2ccc(-c3nc4ccn5c(=O)[nH]nc5c4cc3-c3ccccc3)cc2)CCC1. Cell line: OVCAR3. Synergy scores: synergy=-14.4. (6) Drug 1: O=P1(N(CCCl)CCCl)NCCCO1. Drug 2: C#Cc1cccc(Nc2ncnc3cc(OCCOC)c(OCCOC)cc23)c1. Cell line: SKOV3. Synergy scores: synergy=5.67. (7) Drug 1: CCC1(O)CC2CN(CCc3c([nH]c4ccccc34)C(C(=O)OC)(c3cc4c(cc3OC)N(C)C3C(O)(C(=O)OC)C(OC(C)=O)C5(CC)C=CCN6CCC43C65)C2)C1. Drug 2: Cn1cc(-c2cnn3c(N)c(Br)c(C4CCCNC4)nc23)cn1. Cell line: NCIH23. Synergy scores: synergy=-21.2. (8) Drug 1: CC(C)CC(NC(=O)C(Cc1ccccc1)NC(=O)c1cnccn1)B(O)O. Drug 2: COC1CC2CCC(C)C(O)(O2)C(=O)C(=O)N2CCCCC2C(=O)OC(C(C)CC2CCC(OP(C)(C)=O)C(OC)C2)CC(=O)C(C)C=C(C)C(O)C(OC)C(=O)C(C)CC(C)C=CC=CC=C1C. Cell line: VCAP. Synergy scores: synergy=9.05. (9) Drug 1: Cn1nnc2c(C(N)=O)ncn2c1=O. Drug 2: Cn1cc(-c2cnn3c(N)c(Br)c(C4CCCNC4)nc23)cn1. Cell line: ES2. Synergy scores: synergy=25.4.